Task: Predict the reaction yield, written as a fraction of the theoretical maximum amount of product (1.0 means a 100% yield; for example, 0.34 means a 34% yield).. Dataset: Reaction yield outcomes from USPTO patents with 853,638 reactions (1) The reactants are [Cl:1][C:2]1[CH:3]=[C:4]2[C:9](=[CH:10][CH:11]=1)[NH:8][CH:7]([C:12]1[CH:13]=[C:14]([NH2:18])[CH:15]=[CH:16][CH:17]=1)[CH2:6][C:5]2([CH3:20])[CH3:19].[N:21]1[CH:26]=[CH:25][CH:24]=[C:23]([S:27](Cl)(=[O:29])=[O:28])[CH:22]=1. The catalyst is N1C=CC=CC=1. The product is [Cl:1][C:2]1[CH:3]=[C:4]2[C:9](=[CH:10][CH:11]=1)[NH:8][CH:7]([C:12]1[CH:13]=[C:14]([NH:18][S:27]([C:23]3[CH:22]=[N:21][CH:26]=[CH:25][CH:24]=3)(=[O:29])=[O:28])[CH:15]=[CH:16][CH:17]=1)[CH2:6][C:5]2([CH3:20])[CH3:19]. The yield is 0.390. (2) The reactants are [C:1]([O:5][C:6]([N:8]1[CH2:13][CH2:12][CH2:11][CH:10]([C:14]([OH:16])=[O:15])[CH2:9]1)=[O:7])([CH3:4])([CH3:3])[CH3:2].[CH3:17][Si](C=[N+]=[N-])(C)C. The catalyst is CO.C1(C)C=CC=CC=1. The product is [CH3:17][O:15][C:14]([CH:10]1[CH2:11][CH2:12][CH2:13][N:8]([C:6]([O:5][C:1]([CH3:4])([CH3:2])[CH3:3])=[O:7])[CH2:9]1)=[O:16]. The yield is 0.837. (3) The reactants are Br[C:2]1[C:3]([F:28])=[C:4]([N:8]2[CH:13]=[C:12]([O:14][CH3:15])[C:11](=[O:16])[C:10]([C:17]3[N:21]([C:22]4[CH:27]=[CH:26][CH:25]=[CH:24][CH:23]=4)[N:20]=[CH:19][CH:18]=3)=[N:9]2)[CH:5]=[CH:6][CH:7]=1.CC1(C)C(C)(C)OB([C:37]2[CH2:38][CH2:39][O:40][CH2:41][CH:42]=2)O1.C([O-])([O-])=O.[Na+].[Na+]. The yield is 0.850. The catalyst is COCCOC.O.C([O-])(O)=O.[Na+].C1C=CC([P]([Pd]([P](C2C=CC=CC=2)(C2C=CC=CC=2)C2C=CC=CC=2)([P](C2C=CC=CC=2)(C2C=CC=CC=2)C2C=CC=CC=2)[P](C2C=CC=CC=2)(C2C=CC=CC=2)C2C=CC=CC=2)(C2C=CC=CC=2)C2C=CC=CC=2)=CC=1. The product is [O:40]1[CH2:39][CH:38]=[C:37]([C:2]2[C:3]([F:28])=[C:4]([N:8]3[CH:13]=[C:12]([O:14][CH3:15])[C:11](=[O:16])[C:10]([C:17]4[N:21]([C:22]5[CH:27]=[CH:26][CH:25]=[CH:24][CH:23]=5)[N:20]=[CH:19][CH:18]=4)=[N:9]3)[CH:5]=[CH:6][CH:7]=2)[CH2:42][CH2:41]1. (4) The reactants are [Cl:1][C:2]1[CH:7]=[C:6]([Cl:8])[CH:5]=[CH:4][C:3]=1[CH2:9][C:10]([OH:12])=O.[CH3:13][C:14]1[N:15]=[C:16]([NH2:25])[S:17][C:18]=1[CH2:19][CH2:20][O:21][N+:22]([O-:24])=[O:23]. No catalyst specified. The product is [Cl:1][C:2]1[CH:7]=[C:6]([Cl:8])[CH:5]=[CH:4][C:3]=1[CH2:9][C:10]([NH:25][C:16]1[S:17][C:18]([CH2:19][CH2:20][O:21][N+:22]([O-:24])=[O:23])=[C:14]([CH3:13])[N:15]=1)=[O:12]. The yield is 0.690. (5) The reactants are [NH2:1][C:2]1[S:6][C:5]2[CH2:7][CH2:8][CH2:9][CH2:10][C:4]=2[C:3]=1[C:11]([C:13]1[CH:18]=[CH:17][C:16]([O:19][CH3:20])=[C:15]([O:21][CH3:22])[CH:14]=1)=O.[C:23]([O:30][CH3:31])(=[O:29])[CH2:24][CH2:25][C:26]([CH3:28])=O.Cl[Si](C)(C)C. The catalyst is CN(C=O)C. The product is [CH3:28][C:26]1[N:1]=[C:2]2[S:6][C:5]3[CH2:7][CH2:8][CH2:9][CH2:10][C:4]=3[C:3]2=[C:11]([C:13]2[CH:18]=[CH:17][C:16]([O:19][CH3:20])=[C:15]([O:21][CH3:22])[CH:14]=2)[C:25]=1[CH2:24][C:23]([O:30][CH3:31])=[O:29]. The yield is 0.800.